Dataset: Catalyst prediction with 721,799 reactions and 888 catalyst types from USPTO. Task: Predict which catalyst facilitates the given reaction. (1) Reactant: [O:1]=[S:2]1(=[O:35])[C:6]2[CH:7]=[CH:8][CH:9]=[CH:10][C:5]=2[C:4](=[O:11])[N:3]1[C:12]1[CH:13]=[C:14]([CH:31]=[CH:32][C:33]=1[CH3:34])[C:15]([N:17]1[CH2:22][CH2:21][CH:20]([C:23]2[CH:30]=[CH:29][C:26]([C:27]#[N:28])=[CH:25][CH:24]=2)[CH2:19][CH2:18]1)=[O:16].[CH3:36][O:37][C:38]1[CH:45]=[C:44]([O:46][CH3:47])[CH:43]=[CH:42][C:39]=1[CH2:40][NH2:41]. Product: [C:27]([C:26]1[CH:29]=[CH:30][C:23]([CH:20]2[CH2:21][CH2:22][N:17]([C:15]([C:14]3[CH:31]=[CH:32][C:33]([CH3:34])=[C:12]([NH:3][S:2]([C:6]4[CH:7]=[CH:8][CH:9]=[CH:10][C:5]=4[C:4]([NH:41][CH2:40][C:39]4[CH:42]=[CH:43][C:44]([O:46][CH3:47])=[CH:45][C:38]=4[O:37][CH3:36])=[O:11])(=[O:35])=[O:1])[CH:13]=3)=[O:16])[CH2:18][CH2:19]2)=[CH:24][CH:25]=1)#[N:28]. The catalyst class is: 1. (2) Reactant: [Cl:1][C:2]1[CH:11]=[C:10]([C:12](=O)[CH3:13])[C:9]([C:15]2[CH:20]=[CH:19][CH:18]=[C:17]([F:21])[CH:16]=2)=[C:8]2[C:3]=1[CH:4]=[CH:5][CH:6]=[N:7]2.C([O-])(=O)C.[NH4+].C([BH3-])#[N:28].[Na+]. Product: [Cl:1][C:2]1[CH:11]=[C:10]([CH:12]([NH2:28])[CH3:13])[C:9]([C:15]2[CH:20]=[CH:19][CH:18]=[C:17]([F:21])[CH:16]=2)=[C:8]2[C:3]=1[CH:4]=[CH:5][CH:6]=[N:7]2. The catalyst class is: 449. (3) Reactant: [CH3:1][O:2][C:3]1[CH:4]=[C:5]([CH2:11][CH:12]([NH2:17])[C:13]([F:16])([F:15])[F:14])[CH:6]=[CH:7][C:8]=1[O:9][CH3:10].[CH:18](OCC)=[O:19]. Product: [CH3:1][O:2][C:3]1[CH:4]=[C:5]([CH2:11][CH:12]([NH:17][CH:18]=[O:19])[C:13]([F:15])([F:16])[F:14])[CH:6]=[CH:7][C:8]=1[O:9][CH3:10]. The catalyst class is: 52. (4) Reactant: C(OC([NH:8][C:9]1[CH:29]=[CH:28][C:12]([O:13][C:14]2[CH:15]=[C:16]3[C:20](=[N:21][CH:22]=2)[NH:19][CH:18]([NH:23][C:24](=[O:27])[O:25][CH3:26])[NH:17]3)=[CH:11][CH:10]=1)=O)(C)(C)C.Cl. Product: [NH2:8][C:9]1[CH:29]=[CH:28][C:12]([O:13][C:14]2[CH:15]=[C:16]3[C:20]([NH:19][CH:18]([NH:23][C:24](=[O:27])[O:25][CH3:26])[NH:17]3)=[N:21][CH:22]=2)=[CH:11][CH:10]=1. The catalyst class is: 5.